From a dataset of Forward reaction prediction with 1.9M reactions from USPTO patents (1976-2016). Predict the product of the given reaction. (1) The product is: [CH2:86]([O:87][C@@H:19]1[C@@H:46]([O:47][CH2:48][C:49]2[CH:54]=[CH:53][CH:52]=[CH:51][CH:50]=2)[C@H:45]([O:55][CH2:56][C:57]2[CH:58]=[CH:59][CH:60]=[CH:61][CH:62]=2)[C@@H:44]([CH2:63][O:64][CH2:65][C:66]2[CH:67]=[CH:68][CH:69]=[CH:70][CH:71]=2)[S:43][C@:17]21[C:2]1[C:3](=[CH:4][CH:5]=[C:6]([CH2:8][OH:9])[CH:7]=1)[CH2:15][O:16]2)[C:29]1[CH:28]=[CH:27][CH:32]=[CH:31][CH:30]=1. Given the reactants Br[C:2]1[CH:7]=[C:6]([CH2:8][O:9]C(C)(OC)C)[CH:5]=[CH:4][C:3]=1[CH2:15][O:16][C:17](OC)([CH3:19])C.C([Li])CCC.[CH3:27][CH2:28][CH2:29][CH2:30][CH2:31][CH3:32].C(O[C@@H]1[C@@H:46]([O:47][CH2:48][C:49]2[CH:54]=[CH:53][CH:52]=[CH:51][CH:50]=2)[C@H:45]([O:55][CH2:56][C:57]2[CH:62]=[CH:61][CH:60]=[CH:59][CH:58]=2)[C@@H:44]([CH2:63][O:64][CH2:65][C:66]2[CH:71]=[CH:70][CH:69]=[CH:68][CH:67]=2)[S:43]C1=O)C1C=CC=CC=1.[Cl-].[NH4+].C1(C)C=CC(S(O)(=O)=O)=CC=1.[C:86](=O)([O-])[OH:87].[Na+], predict the reaction product. (2) Given the reactants [CH3:1][O:2][C:3]1[C:4]([OH:20])=[C:5]([C:9]2[N:13]([C:14]3[CH:19]=[CH:18][CH:17]=[CH:16][CH:15]=3)[N:12]=[CH:11][CH:10]=2)[N:6]=[N:7][CH:8]=1.C(=O)([O-])[O-].[Cs+].[Cs+].Br[CH:28]1[CH2:30][CH2:29]1.[I-].[Na+], predict the reaction product. The product is: [CH:28]1([N:7]2[CH:8]=[C:3]([O:2][CH3:1])[C:4](=[O:20])[C:5]([C:9]3[N:13]([C:14]4[CH:19]=[CH:18][CH:17]=[CH:16][CH:15]=4)[N:12]=[CH:11][CH:10]=3)=[N:6]2)[CH2:30][CH2:29]1. (3) Given the reactants [CH3:1][C:2]1[CH:3]=[C:4]([C:17]2[CH:22]=[CH:21][CH:20]=[C:19]([CH2:23][O:24][C:25]3[CH:30]=[CH:29][C:28]([C:31]4([CH2:35][C:36]([O:38]CC)=[O:37])[CH2:34][O:33][CH2:32]4)=[CH:27][CH:26]=3)[CH:18]=2)[CH:5]=[C:6]([CH3:16])[C:7]=1[O:8][CH2:9][CH2:10][CH2:11][S:12]([CH3:15])(=[O:14])=[O:13], predict the reaction product. The product is: [CH3:16][C:6]1[CH:5]=[C:4]([C:17]2[CH:22]=[CH:21][CH:20]=[C:19]([CH2:23][O:24][C:25]3[CH:26]=[CH:27][C:28]([C:31]4([CH2:35][C:36]([OH:38])=[O:37])[CH2:32][O:33][CH2:34]4)=[CH:29][CH:30]=3)[CH:18]=2)[CH:3]=[C:2]([CH3:1])[C:7]=1[O:8][CH2:9][CH2:10][CH2:11][S:12]([CH3:15])(=[O:13])=[O:14]. (4) Given the reactants [Cl:1][C:2]1[CH:21]=[CH:20][C:5]2[O:6][C:7]3[CH:19]=[CH:18][CH:17]=[CH:16][C:8]=3[C@H:9]3[CH2:13][N:12]([CH3:14])[C:11](=[O:15])[C@H:10]3[C:4]=2[CH:3]=1.[OH-].[K+].C(OCC)(=[O:26])C, predict the reaction product. The product is: [Cl:1][C:2]1[CH:21]=[CH:20][C:5]2[O:6][C:7]3[CH:19]=[CH:18][CH:17]=[CH:16][C:8]=3[C@@H:9]([CH2:13][NH:12][CH3:14])[C@H:10]([C:11]([OH:15])=[O:26])[C:4]=2[CH:3]=1. (5) The product is: [CH3:2][C:3]([C:6]([NH2:8])=[O:7])([CH3:5])[NH:4][CH2:28][C:24]1[CH:23]=[C:22]([C:19]2[CH:18]=[CH:17][C:16]([C:15]([F:30])([F:14])[F:31])=[CH:21][CH:20]=2)[CH:27]=[CH:26][N:25]=1. Given the reactants Cl.[CH3:2][C:3]([C:6]([NH2:8])=[O:7])([CH3:5])[NH2:4].C([O-])(=O)C.[Na+].[F:14][C:15]([F:31])([F:30])[C:16]1[CH:21]=[CH:20][C:19]([C:22]2[CH:27]=[CH:26][N:25]=[C:24]([CH:28]=O)[CH:23]=2)=[CH:18][CH:17]=1, predict the reaction product. (6) Given the reactants [CH3:1][O:2][C:3]1[C:8]2[N:9]=[C:10]([NH:12][C:13](=[O:23])[C:14]3[CH:19]=[CH:18][C:17]([CH2:20][NH:21][CH3:22])=[CH:16][CH:15]=3)[S:11][C:7]=2[C:6]([N:24]2[CH2:29][CH2:28][O:27][CH2:26][CH2:25]2)=[CH:5][CH:4]=1.[CH3:30][O:31][CH2:32][CH2:33][C:34](Cl)=[O:35], predict the reaction product. The product is: [CH3:1][O:2][C:3]1[C:8]2[N:9]=[C:10]([NH:12][C:13](=[O:23])[C:14]3[CH:19]=[CH:18][C:17]([CH2:20][N:21]([C:34](=[O:35])[CH2:33][CH2:32][O:31][CH3:30])[CH3:22])=[CH:16][CH:15]=3)[S:11][C:7]=2[C:6]([N:24]2[CH2:25][CH2:26][O:27][CH2:28][CH2:29]2)=[CH:5][CH:4]=1. (7) Given the reactants [NH2:1][C:2]1[CH:9]=[CH:8][C:5]([C:6]#[N:7])=[C:4]([Cl:10])[CH:3]=1.[N-:11]=[N+:12]=[N-:13].[Na+].Cl.C(N(CC)CC)C.Cl, predict the reaction product. The product is: [Cl:10][C:4]1[CH:3]=[C:2]([NH2:1])[CH:9]=[CH:8][C:5]=1[C:6]1[NH:13][N:12]=[N:11][N:7]=1. (8) Given the reactants [CH3:1][C:2]1[CH:7]=[C:6]([CH3:8])[CH:5]=[C:4]([CH3:9])[C:3]=1[N:10]=[C:11]=[O:12].[NH2:13][C:14]1[CH:15]=[C:16]([C:35]2[CH:40]=[CH:39][C:38]([O:41][CH3:42])=[CH:37][CH:36]=2)[CH:17]=[CH:18][C:19]=1[C:20]([NH:22][C:23]1([C:31]([O:33][CH3:34])=[O:32])[CH2:30][CH2:29][CH2:28][CH2:27][CH2:26][CH2:25][CH2:24]1)=[O:21].CCCCCC.C(OCC)(=O)C, predict the reaction product. The product is: [CH3:42][O:41][C:38]1[CH:37]=[CH:36][C:35]([C:16]2[CH:17]=[CH:18][C:19]([C:20]([NH:22][C:23]3([C:31]([O:33][CH3:34])=[O:32])[CH2:30][CH2:29][CH2:28][CH2:27][CH2:26][CH2:25][CH2:24]3)=[O:21])=[C:14]([NH:13][C:11]([NH:10][C:3]3[C:2]([CH3:1])=[CH:7][C:6]([CH3:8])=[CH:5][C:4]=3[CH3:9])=[O:12])[CH:15]=2)=[CH:40][CH:39]=1. (9) Given the reactants [NH2:1][C:2]1[N:7]=[C:6](Cl)[C:5]([C:9]#[N:10])=[C:4]([C:11]2[CH:16]=[CH:15][CH:14]=[CH:13][CH:12]=2)[N:3]=1.[CH3:17][O-:18].[Na+], predict the reaction product. The product is: [NH2:1][C:2]1[N:7]=[C:6]([O:18][CH3:17])[C:5]([C:9]#[N:10])=[C:4]([C:11]2[CH:16]=[CH:15][CH:14]=[CH:13][CH:12]=2)[N:3]=1. (10) Given the reactants [Br:1][C:2]1[CH:7]=[CH:6][C:5]([CH2:8][C:9]([O:11][CH2:12][CH3:13])=[O:10])=[CH:4][CH:3]=1.[H-].[Na+].Br[CH2:17][CH2:18][O:19][CH2:20][CH2:21]Br.[Cl-].[NH4+], predict the reaction product. The product is: [Br:1][C:2]1[CH:3]=[CH:4][C:5]([C:8]2([C:9]([O:11][CH2:12][CH3:13])=[O:10])[CH2:21][CH2:20][O:19][CH2:18][CH2:17]2)=[CH:6][CH:7]=1.